From a dataset of Reaction yield outcomes from USPTO patents with 853,638 reactions. Predict the reaction yield, written as a fraction of the theoretical maximum amount of product (1.0 means a 100% yield; for example, 0.34 means a 34% yield). (1) The reactants are [Br:1][C:2]1[N:7]=[CH:6][C:5]([CH:8]=O)=[CH:4][CH:3]=1.[CH3:10][O:11][CH2:12][CH2:13][NH2:14].C(O[BH-](OC(=O)C)OC(=O)C)(=O)C.[Na+].[NH4+].[Cl-]. The catalyst is C(Cl)Cl.O. The product is [Br:1][C:2]1[N:7]=[CH:6][C:5]([CH2:8][NH:14][CH2:13][CH2:12][O:11][CH3:10])=[CH:4][CH:3]=1. The yield is 0.450. (2) The reactants are [CH2:1]([O:4][C:5]1([CH3:38])[CH2:10][CH2:9][N:8]([C:11]2[N:16]3[CH:17]=[C:18]([C:20]4[CH:25]=[CH:24][CH:23]=[C:22](Br)[CH:21]=4)[N:19]=[C:15]3[CH:14]=[C:13]([CH3:27])[C:12]=2[C@H:28]([O:33][C:34]([CH3:37])([CH3:36])[CH3:35])[C:29]([O:31][CH3:32])=[O:30])[CH2:7][CH2:6]1)[CH:2]=[CH2:3].[F:39][C:40]1[C:45]([F:46])=[CH:44][CH:43]=[C:42]([O:47][C@H:48]([CH2:50][CH:51]=[CH2:52])[CH3:49])[C:41]=1B1OC(=O)CN(C)CC(=O)O1.C(OC1(C)CCN(C2N3C=C(C4C=C(C5C=C(F)C(F)=CC=5O[C@H](CC=C)C)C=CC=4)N=C3C(C)=C(C)C=2[C@H](OC(C)(C)C)C(OC)=O)CC1)C=C. No catalyst specified. The product is [CH2:1]([O:4][C:5]1([CH3:38])[CH2:10][CH2:9][N:8]([C:11]2[N:16]3[CH:17]=[C:18]([C:20]4[CH:21]=[C:22]([C:41]5[C:42]([O:47][C@H:48]([CH2:50][CH:51]=[CH2:52])[CH3:49])=[CH:43][CH:44]=[C:45]([F:46])[C:40]=5[F:39])[CH:23]=[CH:24][CH:25]=4)[N:19]=[C:15]3[CH:14]=[C:13]([CH3:27])[C:12]=2[C@H:28]([O:33][C:34]([CH3:37])([CH3:36])[CH3:35])[C:29]([O:31][CH3:32])=[O:30])[CH2:7][CH2:6]1)[CH:2]=[CH2:3]. The yield is 0.990. (3) The reactants are [CH3:1][O:2][C:3]1[CH:9]=[CH:8][C:6]([NH2:7])=[CH:5][CH:4]=1.C([O:12][CH:13]=[C:14]([C:20](OCC)=O)[C:15]([O:17][CH2:18][CH3:19])=[O:16])C. The catalyst is O(C1C=CC=CC=1)C1C=CC=CC=1. The product is [OH:12][C:13]1[C:8]2[C:6](=[CH:5][CH:4]=[C:3]([O:2][CH3:1])[CH:9]=2)[N:7]=[CH:20][C:14]=1[C:15]([O:17][CH2:18][CH3:19])=[O:16]. The yield is 0.170.